This data is from Full USPTO retrosynthesis dataset with 1.9M reactions from patents (1976-2016). The task is: Predict the reactants needed to synthesize the given product. (1) Given the product [F:38][C:27]1[CH:26]=[C:25]([C:23]2[N:24]=[C:20]([NH:19][C:17](=[O:18])[CH2:16][N:10]3[C:6]4[C:5](=[O:12])[N:4]([CH3:13])[C:3](=[O:14])[N:2]([CH3:1])[C:7]=4[CH:8]=[CH:9]3)[S:21][CH:22]=2)[CH:30]=[C:29]([F:31])[C:28]=1[O:32][CH2:33][C:34]([F:35])([F:36])[F:37], predict the reactants needed to synthesize it. The reactants are: [CH3:1][N:2]1[C:7]2[C:8](C)=[CH:9][NH:10][C:6]=2[C:5](=[O:12])[N:4]([CH3:13])[C:3]1=[O:14].Br[CH2:16][C:17]([NH:19][C:20]1[S:21][CH:22]=[C:23]([C:25]2[CH:30]=[C:29]([F:31])[C:28]([O:32][CH2:33][C:34]([F:37])([F:36])[F:35])=[C:27]([F:38])[CH:26]=2)[N:24]=1)=[O:18].[H-].[Na+]. (2) Given the product [Br:1][C:2]1[CH:3]=[CH:4][C:5]2[O:11][C:13]([CH3:15])([CH3:12])[O:8][C:7](=[O:9])[C:6]=2[CH:10]=1, predict the reactants needed to synthesize it. The reactants are: [Br:1][C:2]1[CH:10]=[C:6]([C:7]([OH:9])=[O:8])[C:5]([OH:11])=[CH:4][CH:3]=1.[CH3:12][C:13]([CH3:15])=O.FC(F)(F)C(OC(=O)C(F)(F)F)=O. (3) Given the product [CH3:1][N:2]1[CH2:11][CH2:10][C:9]2([C:12]3[CH:17]=[CH:16][CH:15]=[C:14]([O:18][CH3:19])[CH:13]=3)[C:4]([CH3:22])([CH2:5][CH2:6][CH:7]([NH2:20])[CH2:8]2)[CH2:3]1, predict the reactants needed to synthesize it. The reactants are: [CH3:1][N:2]1[CH2:11][CH2:10][C:9]2([C:12]3[CH:17]=[CH:16][CH:15]=[C:14]([O:18][CH3:19])[CH:13]=3)[C:4]([CH3:22])([CH2:5][CH2:6][C:7](=[N:20]O)[CH2:8]2)[CH2:3]1.CCCCCC.[H][H]. (4) Given the product [OH:29][NH:28][C:24]([C:22]1[CH:21]=[CH:20][C:11]2[CH2:12][N:13]([C:14]3[CH:19]=[CH:18][CH:17]=[CH:16][CH:15]=3)[C@@H:7]([C:1]3[CH:6]=[CH:5][CH:4]=[CH:3][CH:2]=3)[CH2:8][O:9][C:10]=2[CH:23]=1)=[O:26], predict the reactants needed to synthesize it. The reactants are: [C:1]1([C@@H:7]2[N:13]([C:14]3[CH:19]=[CH:18][CH:17]=[CH:16][CH:15]=3)[CH2:12][C:11]3[CH:20]=[CH:21][C:22]([C:24]([O:26]C)=O)=[CH:23][C:10]=3[O:9][CH2:8]2)[CH:6]=[CH:5][CH:4]=[CH:3][CH:2]=1.[NH2:28][OH:29].[OH-].[Na+]. (5) The reactants are: [CH3:1][O:2][C:3]1[CH:4]=[C:5]2[C:10](=[CH:11][C:12]=1[O:13][CH3:14])[N:9]=[CH:8][CH:7]=[C:6]2[O:15][C:16]1[CH:21]=[CH:20][C:19]([N:22]2[C:26](=[O:27])[CH2:25][CH:24]([C:28]([OH:30])=O)[CH2:23]2)=[CH:18][CH:17]=1.[NH2:31][C:32]1[CH:37]=[CH:36][CH:35]=[CH:34][CH:33]=1.C1C=CC2N(O)N=NC=2C=1.C(Cl)CCl. Given the product [CH3:1][O:2][C:3]1[CH:4]=[C:5]2[C:10](=[CH:11][C:12]=1[O:13][CH3:14])[N:9]=[CH:8][CH:7]=[C:6]2[O:15][C:16]1[CH:17]=[CH:18][C:19]([N:22]2[C:26](=[O:27])[CH2:25][CH:24]([C:28]([NH:31][C:32]3[CH:37]=[CH:36][CH:35]=[CH:34][CH:33]=3)=[O:30])[CH2:23]2)=[CH:20][CH:21]=1, predict the reactants needed to synthesize it.